This data is from Reaction yield outcomes from USPTO patents with 853,638 reactions. The task is: Predict the reaction yield, written as a fraction of the theoretical maximum amount of product (1.0 means a 100% yield; for example, 0.34 means a 34% yield). (1) The product is [Cl:20][C:19]1[CH:18]=[N:17][C:16]2[NH:1][C:2]3[CH:24]=[CH:23][CH:22]=[C:4]([CH:3]=3)[CH2:5][NH:6][C:7]3[CH:8]=[C:9]([NH:13][C:14]=1[N:15]=2)[CH:10]=[CH:11][CH:12]=3. The reactants are [NH2:1][C:2]1[CH:3]=[C:4]([CH:22]=[CH:23][CH:24]=1)[CH2:5][NH:6][C:7]1[CH:12]=[CH:11][CH:10]=[C:9]([NH:13][C:14]2[C:19]([Cl:20])=[CH:18][N:17]=[C:16](Cl)[N:15]=2)[CH:8]=1.Cl.O.[OH-].[Na+]. The catalyst is COCCO.O1CCOCC1. The yield is 0.0800. (2) The reactants are Cl[C:2]1[N:7]=[CH:6][C:5]([C:8]#[C:9][C:10]2[CH:11]=[C:12]([NH2:16])[CH:13]=[CH:14][CH:15]=2)=[CH:4][N:3]=1.[CH3:17][N:18]([CH3:23])[CH2:19][CH2:20][CH2:21][NH2:22].Cl. The catalyst is CCOCC.CC#N. The product is [NH2:16][C:12]1[CH:11]=[C:10]([C:9]#[C:8][C:5]2[CH:4]=[N:3][C:2]([NH:22][CH2:21][CH2:20][CH2:19][N:18]([CH3:23])[CH3:17])=[N:7][CH:6]=2)[CH:15]=[CH:14][CH:13]=1. The yield is 0.940.